Dataset: Forward reaction prediction with 1.9M reactions from USPTO patents (1976-2016). Task: Predict the product of the given reaction. (1) Given the reactants [Cl:1][C:2]1[CH:7]=[CH:6][N:5]=[CH:4][C:3]=1[C:8]([OH:10])=[O:9].[CH2:11](O)[CH3:12].C(N(C(C)C)CC)(C)C, predict the reaction product. The product is: [CH2:11]([O:9][C:8]([C:3]1[CH:4]=[N:5][CH:6]=[CH:7][C:2]=1[Cl:1])=[O:10])[CH3:12]. (2) Given the reactants Cl[C:2]1[C:3]([CH:5]=[C:6]([NH:10][C:11]2[C:20]3[C:15](=[CH:16][C:17]([O:23][CH2:24][CH2:25][O:26][CH3:27])=[C:18]([O:21][CH3:22])[CH:19]=3)[N:14]=[CH:13][N:12]=2)[C:7](=[O:9])[CH:8]=1)=[O:4].[CH3:28][NH:29][C:30]1[CH:35]=[CH:34][C:33]([O:36][CH3:37])=[CH:32][CH:31]=1, predict the reaction product. The product is: [CH3:22][O:21][C:18]1[CH:19]=[C:20]2[C:15](=[CH:16][C:17]=1[O:23][CH2:24][CH2:25][O:26][CH3:27])[N:14]=[CH:13][N:12]=[C:11]2[NH:10][C:6]1[C:7]([CH:8]=[C:2]([N:29]([C:30]2[CH:35]=[CH:34][C:33]([O:36][CH3:37])=[CH:32][CH:31]=2)[CH3:28])[C:3](=[O:4])[CH:5]=1)=[O:9]. (3) Given the reactants [N+:1]([C:4]1[C:5](=O)[NH:6][C:7]([C:10]([F:13])([F:12])[F:11])=[CH:8][CH:9]=1)([O-:3])=[O:2].[H-].[Na+].C1C=C[C:20]([N:23](S(C(F)(F)F)(=O)=O)S(C(F)(F)F)(=O)=O)=[CH:19]C=1.C(N)C.C1COCC1, predict the reaction product. The product is: [CH2:20]([NH:23][C:5]1[C:4]([N+:1]([O-:3])=[O:2])=[CH:9][CH:8]=[C:7]([C:10]([F:13])([F:12])[F:11])[N:6]=1)[CH3:19]. (4) Given the reactants [NH:1]([C:13](OCC1C2C(=CC=CC=2)C2C1=CC=CC=2)=[O:14])[C@H:2]([C:10]([OH:12])=[O:11])[CH2:3][C:4]1[CH:9]=[CH:8][CH:7]=[CH:6][CH:5]=1.[CH2:30]([C:32]([C:57]1[CH:67]=[CH:66][C:60]([O:61][CH2:62]C(O)=O)=[C:59]([CH3:68])[CH:58]=1)([C:35]1[CH:40]=[CH:39][C:38](/[CH:41]=[CH:42]/[C:43]([O:52]COC)([C:48]([F:51])([F:50])[F:49])[C:44]([F:47])([F:46])[F:45])=[C:37]([CH3:56])[CH:36]=1)[CH2:33][CH3:34])[CH3:31], predict the reaction product. The product is: [CH2:30]([C:32]([C:57]1[CH:67]=[CH:66][C:60]([O:61][CH2:62][C:13]([NH:1][C@@H:2]([CH2:3][C:4]2[CH:9]=[CH:8][CH:7]=[CH:6][CH:5]=2)[C:10]([OH:12])=[O:11])=[O:14])=[C:59]([CH3:68])[CH:58]=1)([C:35]1[CH:40]=[CH:39][C:38](/[CH:41]=[CH:42]/[C:43]([OH:52])([C:44]([F:45])([F:46])[F:47])[C:48]([F:49])([F:50])[F:51])=[C:37]([CH3:56])[CH:36]=1)[CH2:33][CH3:34])[CH3:31].